From a dataset of Reaction yield outcomes from USPTO patents with 853,638 reactions. Predict the reaction yield, written as a fraction of the theoretical maximum amount of product (1.0 means a 100% yield; for example, 0.34 means a 34% yield). (1) The reactants are [OH:1][C@H:2]1[CH2:7][CH2:6][C@H:5]([N:8]2[C:13](=[O:14])[C:12]([CH2:15][C:16]3[CH:21]=[CH:20][C:19]([C:22]4[C:23]([C:28]#[N:29])=[CH:24][CH:25]=[CH:26][CH:27]=4)=[CH:18][CH:17]=3)=[C:11]([CH2:30][CH2:31][CH3:32])[N:10]3[N:33]=[CH:34][N:35]=[C:9]23)[CH2:4][CH2:3]1.Br[C:37]1[CH:42]=[CH:41][C:40](O)=[CH:39][CH:38]=1.C1(P(C2C=CC=CC=2)C2C=CC=CC=2)C=CC=CC=1.N(C(OC(C)C)=O)=NC([O:67][CH:68](C)[CH3:69])=O.Cl.C([Sn](CCCC)(C(OCC)=C)CCCCC)CCC.[F-].[K+]. The catalyst is O1CCCC1.Cl[Pd](Cl)([P](C1C=CC=CC=1)(C1C=CC=CC=1)C1C=CC=CC=1)[P](C1C=CC=CC=1)(C1C=CC=CC=1)C1C=CC=CC=1. The product is [C:68]([C:37]1[CH:42]=[CH:41][C:40]([O:1][C@@H:2]2[CH2:7][CH2:6][C@H:5]([N:8]3[C:13](=[O:14])[C:12]([CH2:15][C:16]4[CH:21]=[CH:20][C:19]([C:22]5[C:23]([C:28]#[N:29])=[CH:24][CH:25]=[CH:26][CH:27]=5)=[CH:18][CH:17]=4)=[C:11]([CH2:30][CH2:31][CH3:32])[N:10]4[N:33]=[CH:34][N:35]=[C:9]34)[CH2:4][CH2:3]2)=[CH:39][CH:38]=1)(=[O:67])[CH3:69]. The yield is 0.320. (2) The reactants are F[C:2]1[CH:10]=[CH:9][C:5]([C:6]([OH:8])=[O:7])=[CH:4][N:3]=1.[CH:11]1([NH2:16])[CH2:15][CH2:14][CH2:13][CH2:12]1.C(N(CC)CC)C. The catalyst is C1COCC1. The product is [CH:11]1([NH:16][C:2]2[CH:10]=[CH:9][C:5]([C:6]([OH:8])=[O:7])=[CH:4][N:3]=2)[CH2:15][CH2:14][CH2:13][CH2:12]1. The yield is 0.140. (3) The reactants are C([BH-](CC)CC)C.[Li+].[N:9]1([CH2:14][C:15]2[CH:20]=[CH:19][C:18]([C:21]3[CH:26]=[CH:25][CH:24]=[CH:23][C:22]=3[C:27]3[CH:28]=[N:29][CH:30]=[CH:31][CH:32]=3)=[CH:17][CH:16]=2)[CH:13]=[CH:12][CH:11]=[N:10]1. The catalyst is CO. The product is [N:9]1([CH2:14][C:15]2[CH:16]=[CH:17][C:18]([C:21]3[CH:26]=[CH:25][CH:24]=[CH:23][C:22]=3[CH:27]3[CH2:32][CH2:31][CH2:30][NH:29][CH2:28]3)=[CH:19][CH:20]=2)[CH:13]=[CH:12][CH:11]=[N:10]1. The yield is 0.180. (4) The reactants are [C:1]([O:9][CH2:10][CH3:11])(=[O:8])[CH2:2][C:3]([O:5][CH2:6][CH3:7])=[O:4].[Br:12]Br.Br. The catalyst is C(Cl)(Cl)(Cl)Cl. The product is [Br:12][CH:2]([C:3]([O:5][CH2:6][CH3:7])=[O:4])[C:1]([O:9][CH2:10][CH3:11])=[O:8]. The yield is 0.800. (5) The reactants are [NH2:1][C:2]1[CH:10]=[C:9]([C:11]([F:14])([F:13])[F:12])[CH:8]=[CH:7][C:3]=1[C:4]([OH:6])=[O:5].S(=O)(=O)(O)O.[CH3:20]O. No catalyst specified. The product is [CH3:20][O:5][C:4](=[O:6])[C:3]1[CH:7]=[CH:8][C:9]([C:11]([F:12])([F:13])[F:14])=[CH:10][C:2]=1[NH2:1]. The yield is 0.750. (6) The reactants are C[C:2]1(C)[O:7][CH2:6][C:5]2=[CH:8][C:9]([NH:11][C:12]3[C:13](=[O:28])[N:14]([CH3:27])[CH:15]=[C:16](B4OC(C)(C)C(C)(C)O4)[CH:17]=3)=[N:10][N:4]2[CH2:3]1.[Br:30]C1C(=O)N(C)C=C(Br)C=1. No catalyst specified. The product is [Br:30][C:16]1[CH:17]=[C:12]([NH:11][C:9]2[CH:8]=[C:5]([CH2:6][O:7][CH3:2])[N:4]([CH3:3])[N:10]=2)[C:13](=[O:28])[N:14]([CH3:27])[CH:15]=1. The yield is 0.710. (7) The reactants are [Cl:1][C:2]1[CH:7]=[C:6]([Cl:8])[CH:5]=[CH:4][C:3]=1[C:9]1[N:10]=[C:11](/[CH:16]=[CH:17]/[C:18]2[CH:23]=[CH:22][C:21]([C:24]3[CH:29]=[CH:28][C:27]([OH:30])=[CH:26][CH:25]=3)=[CH:20][CH:19]=2)[N:12]([CH2:14][CH3:15])[CH:13]=1.Br[CH2:32][C:33]1[CH:38]=[CH:37][C:36]([C:39]#[N:40])=[CH:35][CH:34]=1.[NH:41]1C=N[N:43]=[N:42]1. No catalyst specified. The product is [Cl:1][C:2]1[CH:7]=[C:6]([Cl:8])[CH:5]=[CH:4][C:3]=1[C:9]1[N:10]=[C:11](/[CH:16]=[CH:17]/[C:18]2[CH:23]=[CH:22][C:21]([C:24]3[CH:25]=[CH:26][C:27]([O:30][CH2:32][C:33]4[CH:38]=[CH:37][C:36]([C:39]5[NH:40][N:43]=[N:42][N:41]=5)=[CH:35][CH:34]=4)=[CH:28][CH:29]=3)=[CH:20][CH:19]=2)[N:12]([CH2:14][CH3:15])[CH:13]=1. The yield is 0.370. (8) The reactants are [OH:1][C:2]1[CH:9]=[CH:8][C:5]([CH:6]=O)=[CH:4][CH:3]=1.[CH3:10][C:11]([CH3:13])=[O:12]. The catalyst is [OH-].[Na+]. The product is [OH:1][C:2]1[CH:9]=[CH:8][C:5]([CH:6]=[CH:10][C:11](=[O:12])[CH3:13])=[CH:4][CH:3]=1. The yield is 0.704.